From a dataset of Catalyst prediction with 721,799 reactions and 888 catalyst types from USPTO. Predict which catalyst facilitates the given reaction. (1) Reactant: [Si:1]([O:8][C@@H:9]1[CH2:14][C@@H:13]([CH2:15][OH:16])[O:12][C:11](=[O:17])[CH2:10]1)([C:4]([CH3:7])([CH3:6])[CH3:5])([CH3:3])[CH3:2].CC(OI1(OC(C)=O)(OC(C)=O)OC(=O)C2C=CC=CC1=2)=O. Product: [Si:1]([O:8][C@H:9]1[CH2:10][C:11](=[O:17])[O:12][C@H:13]([CH:15]=[O:16])[CH2:14]1)([C:4]([CH3:7])([CH3:6])[CH3:5])([CH3:3])[CH3:2]. The catalyst class is: 2. (2) Reactant: [Cl:1][C:2]1[C:3]2[C:10]([I:11])=[CH:9][NH:8][C:4]=2[N:5]=[CH:6][N:7]=1.C([O-])([O-])=O.[Cs+].[Cs+].Br[CH:19]1[CH2:22][CH2:21][CH2:20]1. Product: [Cl:1][C:2]1[C:3]2[C:10]([I:11])=[CH:9][N:8]([CH:19]3[CH2:22][CH2:21][CH2:20]3)[C:4]=2[N:5]=[CH:6][N:7]=1. The catalyst class is: 287. (3) Reactant: C[O:2][C:3](=[O:42])[C:4]1[CH:9]=[CH:8][C:7]([C:10]2[N:33]([CH2:34][O:35][CH2:36][CH2:37][Si:38]([CH3:41])([CH3:40])[CH3:39])[C:13]3[N:14]=[CH:15][N:16]=[C:17]([C:18]4[CH:23]=[CH:22][C:21]([O:24][CH:25]5[CH2:30][CH2:29][O:28][CH2:27][CH2:26]5)=[C:20]([C:31]#[N:32])[CH:19]=4)[C:12]=3[CH:11]=2)=[CH:6][CH:5]=1.[C:31]([C:20]1[CH:19]=[C:18]([C:17]2[C:12]3[CH:11]=[C:10]([C:7]4[CH:6]=[CH:5][C:4]([C:3]([OH:2])=[O:42])=[CH:9][CH:8]=4)[N:33]([CH2:34][O:35][CH2:36][CH2:37][Si:38]([CH3:39])([CH3:41])[CH3:40])[C:13]=3[N:14]=[CH:15][N:16]=2)[CH:23]=[CH:22][C:21]=1[O:24][CH:25]1[CH2:30][CH2:29][O:28][CH2:27][CH2:26]1)#[N:32].CO.[OH-].[Li+]. Product: [C:31]([C:20]1[CH:19]=[C:18]([C:17]2[C:12]3[CH:11]=[C:10]([C:7]4[CH:8]=[CH:9][C:4]([C:3]([OH:42])=[O:2])=[CH:5][CH:6]=4)[N:33]([CH2:34][O:35][CH2:36][CH2:37][Si:38]([CH3:41])([CH3:40])[CH3:39])[C:13]=3[N:14]=[CH:15][N:16]=2)[CH:23]=[CH:22][C:21]=1[O:24][CH:25]1[CH2:26][CH2:27][O:28][CH2:29][CH2:30]1)#[N:32]. The catalyst class is: 30. (4) Reactant: C([O:3][C:4]([C:6]1[C:11]([C:12]2[CH:17]=[CH:16][CH:15]=[CH:14][CH:13]=2)=[CH:10][N:9]=[N:8][C:7]=1[C:18]1[CH:23]=[CH:22][CH:21]=[CH:20][CH:19]=1)=[O:5])C.[OH-].[K+].Cl. Product: [C:18]1([C:7]2[N:8]=[N:9][CH:10]=[C:11]([C:12]3[CH:13]=[CH:14][CH:15]=[CH:16][CH:17]=3)[C:6]=2[C:4]([OH:5])=[O:3])[CH:19]=[CH:20][CH:21]=[CH:22][CH:23]=1. The catalyst class is: 24. (5) Reactant: [C:1]([N:9]=[C:10]=[O:11])(=[O:8])[C:2]1[CH:7]=[CH:6][CH:5]=[CH:4][CH:3]=1.[CH3:12][O:13][C:14]1[CH:19]=[CH:18][CH:17]=[CH:16][C:15]=1[CH2:20][CH2:21][C:22]1[CH:27]=[CH:26][N:25]=[C:24]([NH2:28])[CH:23]=1. Product: [C:1]([NH:9][C:10]([NH:28][C:24]1[CH:23]=[C:22]([CH2:21][CH2:20][C:15]2[CH:16]=[CH:17][CH:18]=[CH:19][C:14]=2[O:13][CH3:12])[CH:27]=[CH:26][N:25]=1)=[O:11])(=[O:8])[C:2]1[CH:7]=[CH:6][CH:5]=[CH:4][CH:3]=1. The catalyst class is: 2. (6) Reactant: Cl[C:2]1[CH:11]=[C:10]([NH:12][CH:13]2[CH2:17]CC[CH2:14]2)[C:5]([C:6]([NH:8][CH3:9])=[O:7])=[CH:4][N:3]=1.[Cl:18][C:19]1[N:24]=[C:23]2[S:25][C:26]([NH2:28])=[N:27][C:22]2=[CH:21][CH:20]=1.C(O)(C(F)(F)F)=O. Product: [Cl:18][C:19]1[N:24]=[C:23]2[S:25][C:26]([NH:28][C:2]3[CH:11]=[C:10]([NH:12][CH:13]([CH3:14])[CH3:17])[C:5]([C:6]([NH:8][CH3:9])=[O:7])=[CH:4][N:3]=3)=[N:27][C:22]2=[CH:21][CH:20]=1. The catalyst class is: 192. (7) Reactant: S(Cl)([Cl:3])=O.Cl.[NH2:6][CH2:7][C:8](=[O:14])[CH2:9][CH2:10][C:11]([OH:13])=[O:12]. Product: [ClH:3].[NH2:6][CH2:7][C:8](=[O:14])[CH2:9][CH2:10][C:11]([O:13][CH2:10][CH2:9][CH:8]=[CH2:7])=[O:12]. The catalyst class is: 9.